Dataset: Full USPTO retrosynthesis dataset with 1.9M reactions from patents (1976-2016). Task: Predict the reactants needed to synthesize the given product. (1) Given the product [S:14]1[CH:15]=[CH:16][N:17]=[C:13]1[NH:12][C:36]([C:29]1[C:30]2[C:35](=[CH:34][CH:33]=[CH:32][CH:31]=2)[N:27]([CH2:2][C:3](=[O:4])[NH:5][C:6]2[CH:11]=[CH:10][CH:9]=[CH:8][CH:7]=2)[CH:28]=1)=[O:37], predict the reactants needed to synthesize it. The reactants are: Cl[CH2:2][C:3]([NH:5][C:6]1[CH:11]=[CH:10][CH:9]=[CH:8][CH:7]=1)=[O:4].[NH2:12][C:13]1[S:14][CH:15]=[CH:16][N:17]=1.N1C2C(=CC=CC=2)C=C1.[NH:27]1[C:35]2[C:30](=[CH:31][CH:32]=[CH:33][CH:34]=2)[C:29]([C:36](OC)=[O:37])=[CH:28]1. (2) Given the product [Cl:1][C:2]1[CH:3]=[CH:4][C:5]([C:8]([N:10]([C@@H:11]2[CH2:16][CH2:15][N:14]([S:17]([CH:20]3[CH2:25][CH2:24][NH:23][CH2:22][CH2:21]3)(=[O:18])=[O:19])[CH2:13][C@H:12]2[C:36]2[CH:41]=[CH:40][C:39]([Cl:42])=[C:38]([Cl:43])[CH:37]=2)[CH3:44])=[O:9])=[CH:6][CH:7]=1, predict the reactants needed to synthesize it. The reactants are: [Cl:1][C:2]1[CH:7]=[CH:6][C:5]([C:8]([N:10]([CH3:44])[C@@H:11]2[CH2:16][CH2:15][N:14]([S:17]([CH:20]3[CH2:25][CH2:24][N:23](C(OCC4C=CC=CC=4)=O)[CH2:22][CH2:21]3)(=[O:19])=[O:18])[CH2:13][C@H:12]2[C:36]2[CH:41]=[CH:40][C:39]([Cl:42])=[C:38]([Cl:43])[CH:37]=2)=[O:9])=[CH:4][CH:3]=1.Cl.[OH-].[Na+].